Dataset: Full USPTO retrosynthesis dataset with 1.9M reactions from patents (1976-2016). Task: Predict the reactants needed to synthesize the given product. (1) Given the product [ClH:59].[CH3:24][O:25][CH2:26][CH2:27][CH2:28][NH:29][C:61]([C:2]1[CH:7]=[CH:6][N:5]=[C:4]2[NH:8][C:9]([C:11]3[CH:16]=[CH:15][C:14]([CH2:17][N:18]4[CH2:23][CH2:22][O:21][CH2:20][CH2:19]4)=[CH:13][CH:12]=3)=[N:10][C:3]=12)=[O:60], predict the reactants needed to synthesize it. The reactants are: I[C:2]1[CH:7]=[CH:6][N:5]=[C:4]2[NH:8][C:9]([C:11]3[CH:16]=[CH:15][C:14]([CH2:17][N:18]4[CH2:23][CH2:22][O:21][CH2:20][CH2:19]4)=[CH:13][CH:12]=3)=[N:10][C:3]=12.[CH3:24][O:25][CH2:26][CH2:27][CH2:28][NH2:29].C1(P(C2C=CC=CC=2)CCCP(C2C=CC=CC=2)C2C=CC=CC=2)C=CC=CC=1.[ClH:59].[O:60]1CCOC[CH2:61]1. (2) Given the product [C:17]1([C:14]([C:23]2[CH:28]=[CH:27][CH:26]=[CH:25][CH:24]=2)([C@@H:11]2[CH2:12][CH2:13][NH:9][CH2:10]2)[C:15]#[N:16])[CH:18]=[CH:19][CH:20]=[CH:21][CH:22]=1, predict the reactants needed to synthesize it. The reactants are: Cl.C([N:9]1[CH2:13][CH2:12][C@@H:11]([C:14]([C:23]2[CH:28]=[CH:27][CH:26]=[CH:25][CH:24]=2)([C:17]2[CH:22]=[CH:21][CH:20]=[CH:19][CH:18]=2)[C:15]#[N:16])[CH2:10]1)C1C=CC=CC=1.C([O-])=O.[NH4+].O. (3) Given the product [Cl:1][C:2]1[CH:10]=[CH:9][CH:8]=[C:7]2[C:3]=1[C:4]([C:15]([NH:57][CH2:56][C:50]1([C:47]3[CH:48]=[CH:49][C:44]([C:43]([F:59])([F:42])[F:58])=[CH:45][CH:46]=3)[CH2:55][CH2:54][O:53][CH2:52][CH2:51]1)=[O:17])=[CH:5][N:6]2[CH2:11][CH2:12][O:13][CH3:14], predict the reactants needed to synthesize it. The reactants are: [Cl:1][C:2]1[CH:10]=[CH:9][CH:8]=[C:7]2[C:3]=1[C:4]([C:15]([OH:17])=O)=[CH:5][N:6]2[CH2:11][CH2:12][O:13][CH3:14].CN(C(ON1N=NC2C=CC=NC1=2)=[N+](C)C)C.F[P-](F)(F)(F)(F)F.[F:42][C:43]([F:59])([F:58])[C:44]1[CH:49]=[CH:48][C:47]([C:50]2([CH2:56][NH2:57])[CH2:55][CH2:54][O:53][CH2:52][CH2:51]2)=[CH:46][CH:45]=1.CCN(C(C)C)C(C)C. (4) Given the product [CH2:1]([NH:8][C:9]1[C:14]2[C:15]([C:18]3[CH:19]=[CH:20][C:21]([CH3:24])=[CH:22][CH:23]=3)=[CH:16][S:17][C:13]=2[C:12]([Br:25])=[CH:11][N:10]=1)[C:2]1[CH:3]=[CH:4][CH:5]=[CH:6][CH:7]=1, predict the reactants needed to synthesize it. The reactants are: [CH2:1]([NH:8][C:9]1[C:14]2[C:15]([C:18]3[CH:23]=[CH:22][C:21]([CH3:24])=[CH:20][CH:19]=3)=[CH:16][S:17][C:13]=2[CH:12]=[CH:11][N:10]=1)[C:2]1[CH:7]=[CH:6][CH:5]=[CH:4][CH:3]=1.[Br:25]N1C(=O)CCC1=O. (5) Given the product [OH:25][CH2:24][CH2:23][CH2:22][C:21]1[C:12](/[CH:11]=[CH:10]/[C:7]2[CH:8]=[CH:9][C:4]([C:3]([OH:30])=[O:2])=[CH:5][CH:6]=2)=[CH:13][C:14]2[C:15]([CH3:29])([CH3:28])[CH2:16][CH2:17][C:18]([CH3:26])([CH3:27])[C:19]=2[CH:20]=1, predict the reactants needed to synthesize it. The reactants are: C[O:2][C:3](=[O:30])[C:4]1[CH:9]=[CH:8][C:7](/[CH:10]=[CH:11]/[C:12]2[C:21]([CH2:22][CH2:23][CH2:24][OH:25])=[CH:20][C:19]3[C:18]([CH3:27])([CH3:26])[CH2:17][CH2:16][C:15]([CH3:29])([CH3:28])[C:14]=3[CH:13]=2)=[CH:6][CH:5]=1.[Li+].[OH-].Cl.